This data is from Forward reaction prediction with 1.9M reactions from USPTO patents (1976-2016). The task is: Predict the product of the given reaction. (1) Given the reactants [C:1]([N:4]1[C:13]2[N:12]=[CH:11][C:10]([C:14]3[CH:15]=[C:16]([CH2:20][C:21](O)=[O:22])[CH:17]=[N:18][CH:19]=3)=[CH:9][C:8]=2[CH2:7][CH2:6][CH2:5]1)(=[O:3])[NH2:2].C(N1C=CN=C1)(N1C=CN=C1)=O.Cl.[F:37][C:38]1([F:44])[CH2:43][CH2:42][NH:41][CH2:40][CH2:39]1.C(N(CC)C(C)C)(C)C, predict the reaction product. The product is: [F:37][C:38]1([F:44])[CH2:43][CH2:42][N:41]([C:21](=[O:22])[CH2:20][C:16]2[CH:15]=[C:14]([C:10]3[CH:9]=[C:8]4[C:13](=[N:12][CH:11]=3)[N:4]([C:1]([NH2:2])=[O:3])[CH2:5][CH2:6][CH2:7]4)[CH:19]=[N:18][CH:17]=2)[CH2:40][CH2:39]1. (2) The product is: [CH2:1]([O:3][C:4](=[O:38])[C:5]1[CH:10]=[CH:9][CH:8]=[C:7]([N:11]([CH2:12][C:13]2[CH:18]=[CH:17][C:16]([O:19][CH2:20][C:21]3[N:22]([C:29]4[C:30]([Cl:36])=[CH:31][CH:32]=[CH:33][C:34]=4[Cl:35])[N:23]=[N:24][C:25]=3[CH:26]([CH3:27])[CH3:28])=[CH:15][C:14]=2[CH3:37])[CH3:42])[CH:6]=1)[CH3:2]. Given the reactants [CH2:1]([O:3][C:4](=[O:38])[C:5]1[CH:10]=[CH:9][CH:8]=[C:7]([NH:11][CH2:12][C:13]2[CH:18]=[CH:17][C:16]([O:19][CH2:20][C:21]3[N:22]([C:29]4[C:34]([Cl:35])=[CH:33][CH:32]=[CH:31][C:30]=4[Cl:36])[N:23]=[N:24][C:25]=3[CH:26]([CH3:28])[CH3:27])=[CH:15][C:14]=2[CH3:37])[CH:6]=1)[CH3:2].[H-].[Na+].I[CH3:42], predict the reaction product. (3) Given the reactants [NH2:1][CH:2]([C:6]1[CH:11]=[CH:10][C:9]([O:12][C:13]([F:16])([F:15])[F:14])=[CH:8][CH:7]=1)[C:3]([NH2:5])=[O:4].[C:17]1(=O)[CH2:22][CH2:21][CH2:20][CH2:19][CH2:18]1, predict the reaction product. The product is: [F:16][C:13]([F:14])([F:15])[O:12][C:9]1[CH:8]=[CH:7][C:6]([CH:2]2[NH:1][C:17]3([CH2:22][CH2:21][CH2:20][CH2:19][CH2:18]3)[NH:5][C:3]2=[O:4])=[CH:11][CH:10]=1. (4) Given the reactants [C:1]([N:4]1[CH2:9][CH2:8][CH:7]([C:10]2[N:11]=[C:12]([NH:15][C:16]3[N:21]=[CH:20][C:19]([S:22][CH2:23][CH2:24][C:25](OC)=[O:26])=[CH:18][C:17]=3[O:29][C:30]3[CH:35]=[CH:34][CH:33]=[CH:32][CH:31]=3)[S:13][CH:14]=2)[CH2:6][CH2:5]1)(=[O:3])[CH3:2].[H-].[H-].[H-].[H-].[Li+].[Al+3], predict the reaction product. The product is: [OH:26][CH2:25][CH2:24][CH2:23][S:22][C:19]1[CH:18]=[C:17]([O:29][C:30]2[CH:35]=[CH:34][CH:33]=[CH:32][CH:31]=2)[C:16]([NH:15][C:12]2[S:13][CH:14]=[C:10]([CH:7]3[CH2:6][CH2:5][N:4]([C:1](=[O:3])[CH3:2])[CH2:9][CH2:8]3)[N:11]=2)=[N:21][CH:20]=1. (5) Given the reactants B(C1CCCCC1)C1CCCCC1.[CH3:14][C:15]([CH3:19])([CH3:18])[C:16]#[CH:17].[Zn](CC)CC.[C:25]1([CH3:33])[CH:30]=[CH:29][C:28]([CH:31]=[O:32])=[CH:27][CH:26]=1, predict the reaction product. The product is: [CH3:14][C:15]([CH3:19])([CH3:18])[CH:16]=[CH:17][C@@H:31]([C:28]1[CH:29]=[CH:30][C:25]([CH3:33])=[CH:26][CH:27]=1)[OH:32]. (6) Given the reactants [Cl:1][C:2]1[CH:7]=[CH:6][C:5]([C:8]2([CH2:23][OH:24])[C:16]3[C:11](=[CH:12][CH:13]=[CH:14][CH:15]=3)[N:10]([CH2:17][C:18]([O:20][CH3:21])=[O:19])[C:9]2=[O:22])=[C:4](O)[CH:3]=1.ClC1C=CC(Cl)=C2C=1C(C1C(O)=CC3OCOC=3C=1)(CO)C(=O)N2CCCCC, predict the reaction product. The product is: [Cl:1][C:2]1[CH:7]=[CH:6][C:5]2[C:8]3([CH2:23][O:24][C:4]=2[CH:3]=1)[C:16]1[C:11](=[CH:12][CH:13]=[CH:14][CH:15]=1)[N:10]([CH2:17][C:18]([O:20][CH3:21])=[O:19])[C:9]3=[O:22]. (7) Given the reactants [F:1][C:2]([F:35])([F:34])[CH2:3][NH:4][C:5]([NH:7][C:8]1[CH:9]=[C:10]([N:14]2[C:18]3[CH:19]=[CH:20][C:21]([C:23]4[CH:28]=[CH:27][C:26]([CH:29]([CH3:33])[C:30](O)=[O:31])=[CH:25][CH:24]=4)=[CH:22][C:17]=3[N:16]=[CH:15]2)[CH:11]=[CH:12][CH:13]=1)=[O:6].[CH:36]1([CH2:39][NH2:40])[CH2:38][CH2:37]1, predict the reaction product. The product is: [CH:36]1([CH2:39][NH:40][C:30](=[O:31])[CH:29]([C:26]2[CH:25]=[CH:24][C:23]([C:21]3[CH:20]=[CH:19][C:18]4[N:14]([C:10]5[CH:11]=[CH:12][CH:13]=[C:8]([NH:7][C:5]([NH:4][CH2:3][C:2]([F:35])([F:34])[F:1])=[O:6])[CH:9]=5)[CH:15]=[N:16][C:17]=4[CH:22]=3)=[CH:28][CH:27]=2)[CH3:33])[CH2:38][CH2:37]1. (8) The product is: [C:1]([O:5][C:6](=[O:7])[N:8]([C@H:9]([C:10](=[O:12])[NH:66][CH:67]([CH:87]1[CH2:88][CH2:89][CH2:90][CH2:91][CH2:92]1)[C:68]([N:70]1[CH2:74][CH2:73][CH2:72][C@H:71]1[C:75]1[N:76]=[N:77][N:78]([CH2:80][C:81]2[CH:86]=[CH:85][CH:84]=[CH:83][CH:82]=2)[N:79]=1)=[O:69])[CH2:13][CH3:14])[CH3:15])([CH3:2])([CH3:3])[CH3:4]. Given the reactants [C:1]([O:5][C:6]([N:8]([CH3:15])[C@@H:9]([CH2:13][CH3:14])[C:10]([OH:12])=O)=[O:7])([CH3:4])([CH3:3])[CH3:2].CN(C(ON1N=NC2C=CC=CC1=2)=[N+](C)C)C.F[P-](F)(F)(F)(F)F.C1C=CC2N(O)N=NC=2C=1.C(N(C(C)C)CC)(C)C.FC(F)(F)C(O)=O.[NH2:66][CH:67]([CH:87]1[CH2:92][CH2:91][CH2:90][CH2:89][CH2:88]1)[C:68]([N:70]1[CH2:74][CH2:73][CH2:72][C@H:71]1[C:75]1[N:76]=[N:77][N:78]([CH2:80][C:81]2[CH:86]=[CH:85][CH:84]=[CH:83][CH:82]=2)[N:79]=1)=[O:69], predict the reaction product. (9) Given the reactants [Cl:1][S:2]([OH:5])(=O)=[O:3].[F:6][C:7]([F:20])([F:19])[C:8]([NH:10][C:11]1[CH:16]=[CH:15][CH:14]=[CH:13][C:12]=1[O:17][CH3:18])=[O:9], predict the reaction product. The product is: [CH3:18][O:17][C:12]1[CH:13]=[CH:14][C:15]([S:2]([Cl:1])(=[O:5])=[O:3])=[CH:16][C:11]=1[NH:10][C:8](=[O:9])[C:7]([F:6])([F:20])[F:19].